Task: Binary Classification. Given a T-cell receptor sequence (or CDR3 region) and an epitope sequence, predict whether binding occurs between them.. Dataset: TCR-epitope binding with 47,182 pairs between 192 epitopes and 23,139 TCRs (1) The epitope is KAYNVTQAF. The TCR CDR3 sequence is CASSQDITTSGAYEQFF. Result: 1 (the TCR binds to the epitope). (2) The epitope is VLWAHGFEL. The TCR CDR3 sequence is CASSLGTDEQYF. Result: 1 (the TCR binds to the epitope). (3) The epitope is VVYRGTTTY. The TCR CDR3 sequence is CASSLWGETQYF. Result: 0 (the TCR does not bind to the epitope). (4) Result: 0 (the TCR does not bind to the epitope). The epitope is KTSVDCTMYI. The TCR CDR3 sequence is CASSDLESGPDTQYF. (5) The epitope is YVLDHLIVV. The TCR CDR3 sequence is CASSLDGAEAFF. Result: 0 (the TCR does not bind to the epitope). (6) The epitope is GLCTLVAML. The TCR CDR3 sequence is CASSQSPGGEQYF. Result: 1 (the TCR binds to the epitope).